Dataset: Reaction yield outcomes from USPTO patents with 853,638 reactions. Task: Predict the reaction yield, written as a fraction of the theoretical maximum amount of product (1.0 means a 100% yield; for example, 0.34 means a 34% yield). (1) The catalyst is C(O)C. The product is [CH2:7]([O:9][C:10]([C:12]1[C:16]([S:28][CH2:21][C:22]2[CH:27]=[CH:26][CH:25]=[CH:24][CH:23]=2)=[C:15]([N+:18]([O-:20])=[O:19])[S:14][CH:13]=1)=[O:11])[CH3:8]. The reactants are C(=O)([O-])[O-].[K+].[K+].[CH2:7]([O:9][C:10]([C:12]1[C:16](Br)=[C:15]([N+:18]([O-:20])=[O:19])[S:14][CH:13]=1)=[O:11])[CH3:8].[CH2:21]([SH:28])[C:22]1[CH:27]=[CH:26][CH:25]=[CH:24][CH:23]=1. The yield is 0.980. (2) The reactants are [O:1]=[C:2]1[C:11]2[C:6](=[CH:7][C:8]([C:12]([O:14]C)=[O:13])=[CH:9][CH:10]=2)[CH:5]=[CH:4][NH:3]1.O1CCCC1.[OH-].[Li+]. The catalyst is O. The product is [O:1]=[C:2]1[C:11]2[C:6](=[CH:7][C:8]([C:12]([OH:14])=[O:13])=[CH:9][CH:10]=2)[CH:5]=[CH:4][NH:3]1. The yield is 0.480. (3) The yield is 0.380. The reactants are [Cl:1][C:2]1[C:3]([NH:21][CH3:22])=[N:4][C:5]([NH:8][C:9]2[CH:18]=[CH:17][C:12]([C:13]([NH:15][CH3:16])=O)=[CH:11][C:10]=2[O:19][CH3:20])=[N:6][CH:7]=1.N1C=CC=CC=1P(C1C=CC=CC=1)C1C=CC=CC=1.N(C(OC(C)C)=O)=NC(OC(C)C)=O.C1(P([N:70]=[N+:71]=[N-:72])(C2C=CC=CC=2)=O)C=CC=CC=1. The catalyst is C(OCC)(=O)C. The product is [Cl:1][C:2]1[C:3]([NH:21][CH3:22])=[N:4][C:5]([NH:8][C:9]2[CH:18]=[CH:17][C:12]([C:13]3[N:15]([CH3:16])[N:72]=[N:71][N:70]=3)=[CH:11][C:10]=2[O:19][CH3:20])=[N:6][CH:7]=1. (4) The reactants are [Cl-].[NH4+:2].C[Al](C)C.[C:7]1([CH:13]([CH3:16])[C:14]#[N:15])[CH:12]=[CH:11][CH:10]=[CH:9][CH:8]=1. The catalyst is C1(C)C=CC=CC=1.ClCCl. The product is [C:7]1([CH:13]([CH3:16])[C:14](=[NH:2])[NH2:15])[CH:12]=[CH:11][CH:10]=[CH:9][CH:8]=1. The yield is 0.950. (5) The reactants are Br[C:2]1[CH:3]=[C:4]([O:8][CH:9]([CH3:11])[CH3:10])[CH:5]=[N:6][CH:7]=1.[CH3:12][C@@H:13]([OH:17])[CH2:14][CH:15]=[CH2:16].C(N(CC)CC)C.C(#N)C. The catalyst is O.C([O-])(=O)C.[Pd+2].C([O-])(=O)C.C1(C)C=CC=CC=1P(C1C=CC=CC=1C)C1C=CC=CC=1C. The product is [CH:9]([O:8][C:4]1[CH:3]=[C:2](/[CH:16]=[CH:15]/[CH2:14][C@H:13]([OH:17])[CH3:12])[CH:7]=[N:6][CH:5]=1)([CH3:11])[CH3:10]. The yield is 0.850. (6) The reactants are [CH2:1]([OH:5])[CH2:2][CH:3]=[CH2:4].C(N(CC)CC)C.[CH3:13][S:14](Cl)(=[O:16])=[O:15]. The catalyst is C(Cl)Cl. The product is [CH3:13][S:14]([O:5][CH2:1][CH2:2][CH:3]=[CH2:4])(=[O:16])=[O:15]. The yield is 0.920. (7) The reactants are [ClH:1].Cl.C([N:10]1[CH2:15][CH2:14][N:13]2[C:16]([CH3:19])=[CH:17][N:18]=[C:12]2[CH2:11]1)C1C=CC=CC=1. The catalyst is CO. The product is [ClH:1].[ClH:1].[CH3:19][C:16]1[N:13]2[CH2:14][CH2:15][NH:10][CH2:11][C:12]2=[N:18][CH:17]=1. The yield is 0.740. (8) The reactants are [Cl:1][C:2]1[CH:7]=[C:6](/[CH:8]=[CH:9]/[CH:10]([C:15]2[CH:20]=[C:19]([Cl:21])[CH:18]=[C:17]([Cl:22])[CH:16]=2)[C:11]([F:14])([F:13])[F:12])[CH:5]=[CH:4][C:3]=1[CH2:23][NH2:24].C1C=CC2N([OH:34])N=NC=2C=1.CCN=C=NC[CH2:41][CH2:42]N(C)C.Cl.CCN(C(C)C)C(C)C. The catalyst is CN(C=O)C.O. The product is [Cl:1][C:2]1[CH:7]=[C:6](/[CH:8]=[CH:9]/[CH:10]([C:15]2[CH:16]=[C:17]([Cl:22])[CH:18]=[C:19]([Cl:21])[CH:20]=2)[C:11]([F:13])([F:14])[F:12])[CH:5]=[CH:4][C:3]=1[CH2:23][NH:24][C:41](=[O:34])[CH3:42]. The yield is 0.600. (9) The reactants are [F:1][C:2]1[CH:3]=[C:4]2[C:9](=[C:10]([NH2:12])[CH:11]=1)[N:8]=[CH:7][CH:6]=[CH:5]2.[C:13]([C:15]1[N:20]=[CH:19][C:18]([S:21](Cl)(=[O:23])=[O:22])=[CH:17][CH:16]=1)#[N:14].N1C=CC=CC=1. The catalyst is CN(C1C=CN=CC=1)C.C(Cl)Cl. The product is [F:1][C:2]1[CH:3]=[C:4]2[C:9](=[C:10]([NH:12][S:21]([C:18]3[CH:19]=[N:20][C:15]([C:13]#[N:14])=[CH:16][CH:17]=3)(=[O:22])=[O:23])[CH:11]=1)[N:8]=[CH:7][CH:6]=[CH:5]2. The yield is 0.260. (10) The reactants are [Br:1][C:2]1[CH:7]=[CH:6][C:5]([F:8])=[C:4]([F:9])[C:3]=1[F:10].C(NC(C)C)(C)C.[Li].[C:19](=[O:21])=[O:20]. The catalyst is C1COCC1. The product is [Br:1][C:2]1[C:3]([F:10])=[C:4]([F:9])[C:5]([F:8])=[C:6]([CH:7]=1)[C:19]([OH:21])=[O:20]. The yield is 0.720.